The task is: Predict the reaction yield, written as a fraction of the theoretical maximum amount of product (1.0 means a 100% yield; for example, 0.34 means a 34% yield).. This data is from Reaction yield outcomes from USPTO patents with 853,638 reactions. (1) The reactants are C[O:2][C:3]1[C:4]([CH3:31])=[C:5]([C:22]([O:29]C)=[C:23]([O:27][CH3:28])[C:24]=1[O:25][CH3:26])[CH2:6][C:7]1[CH:15]=[CH:14][C:10]([C:11]([OH:13])=[O:12])=[C:9]([C:16]2[CH:21]=[CH:20][CH:19]=[CH:18][CH:17]=2)[CH:8]=1.O=[N+]([O-])[O-].[O-][N+](=O)[O-].[O-][N+](=O)[O-].[O-][N+](=O)[O-].[O-][N+](=O)[O-].[O-][N+](=O)[O-].[Ce+4].[NH4+].[NH4+]. The catalyst is C(#N)C.O. The product is [CH3:26][O:25][C:24]1[C:3](=[O:2])[C:4]([CH3:31])=[C:5]([CH2:6][C:7]2[CH:15]=[CH:14][C:10]([C:11]([OH:13])=[O:12])=[C:9]([C:16]3[CH:21]=[CH:20][CH:19]=[CH:18][CH:17]=3)[CH:8]=2)[C:22](=[O:29])[C:23]=1[O:27][CH3:28]. The yield is 0.770. (2) The reactants are C(OC([NH:8][CH2:9][CH:10]([C:15]1[CH:20]=[CH:19][C:18]([Cl:21])=[CH:17][CH:16]=1)[C:11]([O:13][CH3:14])=[O:12])=O)(C)(C)C.Cl. The catalyst is O1CCOCC1.CCOCC. The product is [ClH:21].[NH2:8][CH2:9][CH:10]([C:15]1[CH:16]=[CH:17][C:18]([Cl:21])=[CH:19][CH:20]=1)[C:11]([O:13][CH3:14])=[O:12]. The yield is 0.890. (3) The reactants are [CH:1]1([Mg]Cl)[CH2:6][CH2:5][CH2:4][CH2:3][CH2:2]1.[C:9]([C:17]([O:19]CC)=[O:18])(=[O:16])[C:10]1[CH:15]=[CH:14][CH:13]=[CH:12][CH:11]=1. The catalyst is C1COCC1. The product is [CH:1]1([C:9]([OH:16])([C:10]2[CH:11]=[CH:12][CH:13]=[CH:14][CH:15]=2)[C:17]([OH:19])=[O:18])[CH2:6][CH2:5][CH2:4][CH2:3][CH2:2]1. The yield is 0.720. (4) The reactants are [Br:1][C:2]1[N:3]([CH2:10][O:11][CH2:12][CH2:13][Si:14]([CH3:17])([CH3:16])[CH3:15])[CH:4]=[C:5]([C:7]([OH:9])=O)[N:6]=1.CN(C(ON1N=NC2C=CC=NC1=2)=[N+](C)C)C.F[P-](F)(F)(F)(F)F.[CH2:42]([NH:46][CH2:47][CH2:48][CH2:49][CH3:50])[CH2:43][CH2:44][CH3:45].C(N(C(C)C)CC)(C)C. The catalyst is CN(C=O)C. The product is [Br:1][C:2]1[N:3]([CH2:10][O:11][CH2:12][CH2:13][Si:14]([CH3:17])([CH3:16])[CH3:15])[CH:4]=[C:5]([C:7]([N:46]([CH2:47][CH2:48][CH2:49][CH3:50])[CH2:42][CH2:43][CH2:44][CH3:45])=[O:9])[N:6]=1. The yield is 0.870.